This data is from Full USPTO retrosynthesis dataset with 1.9M reactions from patents (1976-2016). The task is: Predict the reactants needed to synthesize the given product. (1) Given the product [C:1]([C:3]1[CH:4]=[C:5]([O:9][CH:10]([CH2:15][CH3:16])[C:11]([OH:13])=[O:12])[CH:6]=[N:7][CH:8]=1)#[N:2], predict the reactants needed to synthesize it. The reactants are: [C:1]([C:3]1[CH:4]=[C:5]([O:9][CH:10]([CH2:15][CH3:16])[C:11]([O:13]C)=[O:12])[CH:6]=[N:7][CH:8]=1)#[N:2].[OH-].[Na+].O. (2) Given the product [CH3:1][N:2]1[C:6]([CH3:7])=[C:5]([CH3:8])[N:4]=[C:3]1[CH:17]=[O:18], predict the reactants needed to synthesize it. The reactants are: [CH3:1][N:2]1[C:6]([CH3:7])=[C:5]([CH3:8])[N:4]=[CH:3]1.[Li]CCCC.CN([CH:17]=[O:18])C. (3) Given the product [F:1][C:2]1[CH:7]=[CH:6][C:5]([N:8]2[C:14](=[O:29])[C:12](=[CH:21][C:20]3[CH:23]=[CH:24][C:25]([OH:26])=[C:18]([O:17][CH2:15][CH3:16])[CH:19]=3)[NH:11][C:9]2=[S:10])=[CH:4][CH:3]=1, predict the reactants needed to synthesize it. The reactants are: [F:1][C:2]1[CH:7]=[CH:6][C:5]([N:8]2[CH2:14][C:12](=O)[NH:11][C:9]2=[S:10])=[CH:4][CH:3]=1.[CH2:15]([O:17][C:18]1[CH:19]=[C:20]([CH:23]=[CH:24][C:25]=1[OH:26])[CH:21]=O)[CH3:16].C([O-])(=[O:29])C.[NH4+].O. (4) Given the product [OH:1][CH2:2][C:3]1([NH:8][C:9](=[O:14])[C:10]([CH3:11])([CH3:13])[CH3:12])[CH2:6][O:7][C:17]([CH3:19])([CH3:18])[O:5][CH2:4]1, predict the reactants needed to synthesize it. The reactants are: [OH:1][CH2:2][C:3]([NH:8][C:9](=[O:14])[C:10]([CH3:13])([CH3:12])[CH3:11])([CH2:6][OH:7])[CH2:4][OH:5].CO[C:17](OC)([CH3:19])[CH3:18].C(OCC)(=O)C.